Binary Classification. Given a miRNA mature sequence and a target amino acid sequence, predict their likelihood of interaction. From a dataset of Experimentally validated miRNA-target interactions with 360,000+ pairs, plus equal number of negative samples. (1) The miRNA is hsa-miR-4748 with sequence GAGGUUUGGGGAGGAUUUGCU. Result: 1 (interaction). The protein sequence of the target gene is MQEPLLGAEGPDYDTFPEKPPPSPGDRARVGTLQNKRVFLATFAAVLGNFSFGYALVYTSPVIPALERSLDPDLHLTKSQASWFGSVFTLGAAAGGLSAMILNDLLGRKLSIMFSAVPSAAGYALMAGAHGLWMLLLGRTLTGFAGGLTAACIPVYVSEIAPPGVRGALGATPQLMAVFGSLSLYALGLLLPWRWLAVAGEAPVLIMILLLSFMPNSPRFLLSRGRDEEALRALAWLRGTDVDVHWEFEQIQDNVRRQSSRVSWAEARAPHVCRPITVALLMRLLQQLTGITPILVYLQS.... (2) The miRNA is hsa-miR-6836-3p with sequence AUGCCUCCCCCGGCCCCGCAG. The protein sequence of the target gene is MAMALPMPGPQEAVVFEDVAVYFTRIEWSCLAPDQQALYRDVMLENYGNLASLGFLVAKPALISLLEQGEEPGALILQVAEQSVAKASLCTDSRMEAGIMESPLQRKLSRQAGLPGTVWGCLPWGHPVGGHPAPPHPHGGPEDGSDKPTHPRAREHSASPRVLQEDLGRPVGSSAPRYRCVCGKAFRYNSLLLRHQIIHTGAKPFQCTECGKAFKQSSILLRHQLIHTEEKPFQCGECGKAFRQSTQLAAHHRVHTRERPYACGECGKAFSRSSRLLQHQKFHTGEKPFACTECGKAFCR.... Result: 1 (interaction). (3) The miRNA is mmu-miR-511-3p with sequence AAUGUGUAGCAAAAGACAGGAU. The protein sequence of the target gene is MLLLLVSVVAALALAAPAPRTQKKRMQVNQAPNVVLVASDSFDGRLTFQPGSQVVKLPFINFMRAHGTTFLNAYTNSPICCPSRAAMWSGLFTHLTESWNNFKGLDPNYTTWMDIMEKHGYQTQKFGKVDYTSGHHSISNRVEAWTRDVAFLLRQEGRPIINLIPDKNRRRVMTKDWQNTDKAIEWLRQVNYTKPFVLYLGLNLPHPYPSPSSGENFGSSTFHTSLYWLEKVAYDAIKIPKWLTLSQMHPVDFYSSYTKNCTGKFTENEIKNIRAFYYAMCAETDAMLGEIILALHKLDL.... Result: 1 (interaction). (4) The miRNA is mmu-miR-3082-5p with sequence GACAGAGUGUGUGUGUCUGUGU. The protein sequence of the target gene is MAETEALSKLREDFRMQNKSVFILGASGETGRVLLKEILEQGLFSKVTLIGRRKLTFDEEAYKNVNQEVVDFEKLDDYASAFQGHDVGFCCLGTTRGKAGAEGFVRVDRDYVLKSAELAKAGGCKHFNLLSSKGADKSSNFLYLQVKGEVEAKVEELKFDRYSVFRPGVLLCDRQESRPGEWLVRKFFGSLPDSWASGHSVPVVTVVRAMLNNVVRPRDKQMELLENKAIHDLGKAHGSLKP. Result: 0 (no interaction). (5) The miRNA is hsa-miR-191-5p with sequence CAACGGAAUCCCAAAAGCAGCUG. The protein sequence of the target gene is MSSDMRVHSWSCSYYLDLEKQWVSGKLTLTPHSLKFIVEKTEEVLVGLPLSSIIEIRKESSLFIFGAITVLEKGQTKHWFSSLQPSRNVVFNVIEHFWRELLLSQPGTAANIPSHVTRGQELIGLMANSQKRMEDTAKDLQQQSEQLDSVLKGLEKMESDLDVADRLLTELETPSWWPFGSKFWKMPAEENLKEGVSSTCEPFGKEGVVITVPAIISERAESHSKLGKLTVLVSALEIYDSCSLLLHRFEKEDVDDIKVHSPYEVSIRQRFIGKPDVAYQLISAKMPEVIPILEVQFSSK.... Result: 0 (no interaction). (6) The miRNA is hsa-miR-26b-5p with sequence UUCAAGUAAUUCAGGAUAGGU. The protein sequence of the target gene is MSAATHSPMMQVASGNGDRDPLPPGWEIKIDPQTGWPFFVDHNSRTTTWNDPRVPSEGPKETPSSANGPSREGSRLPPAREGHPVYPQLRPGYIPIPVLHEGAENRQVHPFHVYPQPGMQRFRTEAAAAAPQRSQSPLRGMPETTQPDKQCGQVAAAAAAQPPASHGPERSQSPAASDCSSSSSSASLPSSGRSSLGSHQLPRGYISIPVIHEQNVTRPAAQPSFHQAQKTHYPAQQGEYQTHQPVYHKIQGDDWEPRPLRAASPFRSSVQGASSREGSPARSSTPLHSPSPIRVHTVVD.... Result: 1 (interaction). (7) The miRNA is hsa-miR-659-5p with sequence AGGACCUUCCCUGAACCAAGGA. The protein sequence of the target gene is MSHQKKQPTPCPPVGCGKTSGGGGGGGGGGGGGYYSGGGSGCGGGSSGGGSSCGGGGGGSYGGGSSCGGGGGSGGGVKYSGGGGGSSCGGGYSGGGGGSSCGGGYSGGGGGSSCGGGYSGGGGGSSCGGGSYSGGGSSCGGGGGSGGGVKYSGGGGGGGSSCGGGSSGGGGGGSSCGGGSGGGGSYCGGSSGGGSSGGCGGGSGGGKYSGGGGGSSCGGGYSGGGGSSGGSSCGGGYSGGGGSSCGGGGGYSGGGGSSCGGGSSGGGGGGSSQQYQCQSYGGGSSGGSSCGGRYSGGGGS.... Result: 0 (no interaction).